From a dataset of Forward reaction prediction with 1.9M reactions from USPTO patents (1976-2016). Predict the product of the given reaction. (1) The product is: [Br:21][C:9]1[C:10]([CH3:20])=[N:11][N:12]([CH2:13][C:14]2[CH:15]=[CH:16][N:17]=[CH:18][CH:19]=2)[C:8]=1[C:5]1[CH:4]=[CH:3][C:2]([F:1])=[CH:7][CH:6]=1. Given the reactants [F:1][C:2]1[CH:7]=[CH:6][C:5]([C:8]2[N:12]([CH2:13][C:14]3[CH:19]=[CH:18][N:17]=[CH:16][CH:15]=3)[N:11]=[C:10]([CH3:20])[CH:9]=2)=[CH:4][CH:3]=1.[Br:21]N1C(=O)CCC1=O, predict the reaction product. (2) Given the reactants CC(C)([O-])C.[K+].O.Cl.[OH:9][CH2:10][C:11]1[CH:16]=[CH:15][N:14]=[C:13]([C:17]([NH:19][CH3:20])=[O:18])[CH:12]=1.[NH2:21][C:22]1[C:27]([C:28]#[N:29])=[C:26]([C:30]2[CH:35]=[CH:34][C:33]([F:36])=[CH:32][CH:31]=2)[C:25]([C:37]#[N:38])=[C:24](SC2C=CC=CC=2)[N:23]=1.O, predict the reaction product. The product is: [NH2:21][C:22]1[N:23]=[C:24]([O:9][CH2:10][C:11]2[CH:16]=[CH:15][N:14]=[C:13]([C:17]([NH:19][CH3:20])=[O:18])[CH:12]=2)[C:25]([C:37]#[N:38])=[C:26]([C:30]2[CH:35]=[CH:34][C:33]([F:36])=[CH:32][CH:31]=2)[C:27]=1[C:28]#[N:29].